Dataset: Full USPTO retrosynthesis dataset with 1.9M reactions from patents (1976-2016). Task: Predict the reactants needed to synthesize the given product. Given the product [N:1]1([C:3]2[CH:8]=[CH:7][CH:6]=[CH:5][N:4]=2)[CH:15]=[CH:16][CH:10]=[N:2]1, predict the reactants needed to synthesize it. The reactants are: [NH:1]([C:3]1[CH:8]=[CH:7][CH:6]=[CH:5][N:4]=1)[NH2:2].Cl.[C:10]([O-])(O)=O.[Na+].[CH3:15][CH2:16]O.